From a dataset of NCI-60 drug combinations with 297,098 pairs across 59 cell lines. Regression. Given two drug SMILES strings and cell line genomic features, predict the synergy score measuring deviation from expected non-interaction effect. (1) Synergy scores: CSS=37.8, Synergy_ZIP=2.29, Synergy_Bliss=7.12, Synergy_Loewe=4.45, Synergy_HSA=10.3. Drug 1: CC(C1=C(C=CC(=C1Cl)F)Cl)OC2=C(N=CC(=C2)C3=CN(N=C3)C4CCNCC4)N. Drug 2: CC1=C2C(C(=O)C3(C(CC4C(C3C(C(C2(C)C)(CC1OC(=O)C(C(C5=CC=CC=C5)NC(=O)C6=CC=CC=C6)O)O)OC(=O)C7=CC=CC=C7)(CO4)OC(=O)C)O)C)OC(=O)C. Cell line: SF-295. (2) Drug 1: C1CC(=O)NC(=O)C1N2CC3=C(C2=O)C=CC=C3N. Drug 2: C1=NC2=C(N=C(N=C2N1C3C(C(C(O3)CO)O)O)F)N. Cell line: SNB-75. Synergy scores: CSS=7.33, Synergy_ZIP=0.465, Synergy_Bliss=3.52, Synergy_Loewe=4.23, Synergy_HSA=2.82. (3) Drug 1: CC1=C(C=C(C=C1)NC2=NC=CC(=N2)N(C)C3=CC4=NN(C(=C4C=C3)C)C)S(=O)(=O)N.Cl. Drug 2: CCC1(C2=C(COC1=O)C(=O)N3CC4=CC5=C(C=CC(=C5CN(C)C)O)N=C4C3=C2)O.Cl. Synergy scores: CSS=3.20, Synergy_ZIP=-0.814, Synergy_Bliss=3.24, Synergy_Loewe=-11.7, Synergy_HSA=-0.227. Cell line: SK-MEL-2. (4) Drug 1: C1=NC2=C(N1)C(=S)N=C(N2)N. Drug 2: CC(C)(C#N)C1=CC(=CC(=C1)CN2C=NC=N2)C(C)(C)C#N. Cell line: SR. Synergy scores: CSS=47.0, Synergy_ZIP=-2.03, Synergy_Bliss=-3.25, Synergy_Loewe=-3.11, Synergy_HSA=-1.91. (5) Drug 1: CC1CC2C3CCC4=CC(=O)C=CC4(C3(C(CC2(C1(C(=O)CO)O)C)O)F)C. Drug 2: CS(=O)(=O)CCNCC1=CC=C(O1)C2=CC3=C(C=C2)N=CN=C3NC4=CC(=C(C=C4)OCC5=CC(=CC=C5)F)Cl. Cell line: NCIH23. Synergy scores: CSS=8.42, Synergy_ZIP=-2.27, Synergy_Bliss=-0.731, Synergy_Loewe=-15.5, Synergy_HSA=0.799. (6) Drug 1: COC1=CC(=CC(=C1O)OC)C2C3C(COC3=O)C(C4=CC5=C(C=C24)OCO5)OC6C(C(C7C(O6)COC(O7)C8=CC=CS8)O)O. Drug 2: C(=O)(N)NO. Cell line: OVCAR3. Synergy scores: CSS=28.0, Synergy_ZIP=2.71, Synergy_Bliss=4.97, Synergy_Loewe=-11.2, Synergy_HSA=3.60. (7) Drug 1: COC1=CC(=CC(=C1O)OC)C2C3C(COC3=O)C(C4=CC5=C(C=C24)OCO5)OC6C(C(C7C(O6)COC(O7)C8=CC=CS8)O)O. Drug 2: C1CN(P(=O)(OC1)NCCCl)CCCl. Cell line: 786-0. Synergy scores: CSS=24.2, Synergy_ZIP=0.265, Synergy_Bliss=-0.661, Synergy_Loewe=-42.3, Synergy_HSA=-1.02. (8) Drug 1: CC(C1=C(C=CC(=C1Cl)F)Cl)OC2=C(N=CC(=C2)C3=CN(N=C3)C4CCNCC4)N. Drug 2: C1=CC(=CC=C1CC(C(=O)O)N)N(CCCl)CCCl.Cl. Cell line: HOP-62. Synergy scores: CSS=34.1, Synergy_ZIP=6.76, Synergy_Bliss=11.6, Synergy_Loewe=6.49, Synergy_HSA=7.49. (9) Drug 1: C1CC(C1)(C(=O)O)C(=O)O.[NH2-].[NH2-].[Pt+2]. Drug 2: CCN(CC)CCNC(=O)C1=C(NC(=C1C)C=C2C3=C(C=CC(=C3)F)NC2=O)C. Cell line: SR. Synergy scores: CSS=65.1, Synergy_ZIP=-8.92, Synergy_Bliss=-14.9, Synergy_Loewe=-12.5, Synergy_HSA=-11.1.